Dataset: Reaction yield outcomes from USPTO patents with 853,638 reactions. Task: Predict the reaction yield, written as a fraction of the theoretical maximum amount of product (1.0 means a 100% yield; for example, 0.34 means a 34% yield). (1) The reactants are Cl[Sn](Cl)(Cl)Cl.[CH3:6][C:7]1[S:11][C:10]2[CH:12]=[CH:13][CH:14]=[CH:15][C:9]=2[CH:8]=1.[CH3:16][O:17]C(Cl)Cl.Cl. The catalyst is C(Cl)Cl. The product is [CH3:6][C:7]1[S:11][C:10]2[CH:12]=[CH:13][CH:14]=[CH:15][C:9]=2[C:8]=1[CH:16]=[O:17]. The yield is 0.980. (2) The reactants are [N:1]1[C:10]2[CH:9]([NH:11][CH2:12][CH2:13][CH2:14][CH2:15][N:16]3[C:24](=[O:25])[C:23]4[C:18](=[CH:19][CH:20]=[CH:21][CH:22]=4)[C:17]3=[O:26])[CH2:8][CH2:7][CH2:6][C:5]=2[CH:4]=[CH:3][CH:2]=1.C(O[BH-](O[C:37](=O)[CH3:38])OC(=O)C)(=O)C.[Na+]. The catalyst is C(Cl)Cl. The product is [N:11]1[C:9]2=[C:10]3[C:5](=[CH:6][CH:7]=[CH:8]2)[CH2:4][CH2:3][CH2:2][N:1]3[C:37]=1[CH2:38][N:11]([CH:9]1[C:10]2[N:1]=[CH:2][CH:3]=[CH:4][C:5]=2[CH2:6][CH2:7][CH2:8]1)[CH2:12][CH2:13][CH2:14][CH2:15][N:16]1[C:24](=[O:25])[C:23]2[C:18](=[CH:19][CH:20]=[CH:21][CH:22]=2)[C:17]1=[O:26]. The yield is 0.270. (3) The reactants are [F:1][C:2]1[CH:7]=[C:6]([N+:8]([O-])=O)[CH:5]=[C:4]([F:11])[C:3]=1[N:12]1[CH2:17][CH:16]=[C:15]([C:18]2[CH:23]=[CH:22][C:21]([F:24])=[C:20]([F:25])[CH:19]=2)[CH2:14][CH2:13]1. The catalyst is C1COCC1.[Pd]. The product is [F:25][C:20]1[CH:19]=[C:18]([CH:15]2[CH2:14][CH2:13][N:12]([C:3]3[C:4]([F:11])=[CH:5][C:6]([NH2:8])=[CH:7][C:2]=3[F:1])[CH2:17][CH2:16]2)[CH:23]=[CH:22][C:21]=1[F:24]. The yield is 1.00. (4) No catalyst specified. The product is [Br:20][C:17]1[CH:18]=[CH:19][C:12]2[O:11][CH2:10][CH2:9][C:8]3[N:14]([N:15]=[C:6]([C:4]([NH2:21])=[O:3])[CH:7]=3)[C:13]=2[CH:16]=1. The yield is 0.800. The reactants are C([O:3][C:4]([C:6]1[CH:7]=[C:8]2[N:14]([N:15]=1)[C:13]1[CH:16]=[C:17]([Br:20])[CH:18]=[CH:19][C:12]=1[O:11][CH2:10][CH2:9]2)=O)C.[NH3:21].CO.